This data is from Full USPTO retrosynthesis dataset with 1.9M reactions from patents (1976-2016). The task is: Predict the reactants needed to synthesize the given product. (1) Given the product [O:8]1[CH2:13][CH2:12][CH2:11][CH2:10][CH:9]1[N:1]1[CH:5]=[N:4][C:3]([C:6]#[N:7])=[N:2]1, predict the reactants needed to synthesize it. The reactants are: [NH:1]1[CH:5]=[N:4][C:3]([C:6]#[N:7])=[N:2]1.[O:8]1[CH:13]=[CH:12][CH2:11][CH2:10][CH2:9]1.C1(C)C=CC(S(O)(=O)=O)=CC=1.C(=O)(O)[O-].[Na+]. (2) Given the product [CH2:1]([O:5][C:6]1[N:14]=[C:13]2[C:9]([N:10]=[C:11]([O:19][CH3:20])[N:12]2[CH2:15][CH2:16][CH2:17][N:27]2[CH2:28][CH2:29][N:24]([CH2:22][CH3:23])[CH2:25][CH2:26]2)=[C:8]([NH2:21])[N:7]=1)[CH2:2][CH2:3][CH3:4], predict the reactants needed to synthesize it. The reactants are: [CH2:1]([O:5][C:6]1[N:14]=[C:13]2[C:9]([N:10]=[C:11]([O:19][CH3:20])[N:12]2[CH2:15][CH2:16][CH2:17]Cl)=[C:8]([NH2:21])[N:7]=1)[CH2:2][CH2:3][CH3:4].[CH2:22]([N:24]1[CH2:29][CH2:28][NH:27][CH2:26][CH2:25]1)[CH3:23].C(N(CC)C(C)C)(C)C.